This data is from Catalyst prediction with 721,799 reactions and 888 catalyst types from USPTO. The task is: Predict which catalyst facilitates the given reaction. (1) Reactant: C(NC(C)C)(C)C.C([Li])CCC.[Li+].CC([N-]C(C)C)C.[F:21][C:22]1[CH:23]=[C:24]([N:28]2[C:32]([N:33]([CH3:37])[C:34](=[O:36])[CH3:35])=[C:31]([C:38]([O:40]CC)=O)[CH:30]=[N:29]2)[CH:25]=[CH:26][CH:27]=1. Product: [F:21][C:22]1[CH:23]=[C:24]([N:28]2[C:32]3[N:33]([CH3:37])[C:34](=[O:36])[CH:35]=[C:38]([OH:40])[C:31]=3[CH:30]=[N:29]2)[CH:25]=[CH:26][CH:27]=1. The catalyst class is: 1. (2) Reactant: [CH:1]1[C:10]2[C:5](=[CH:6][CH:7]=[CH:8][CH:9]=2)[CH:4]=[C:3]([C:11]([OH:13])=O)[N:2]=1.C(N1C=CN=C1)(N1C=CN=C1)=O.Cl.[CH3:27][C@H:28]1[CH2:33][CH2:32][C@H:31]([NH2:34])[CH2:30][CH2:29]1.C(N(CC)C(C)C)(C)C. Product: [CH3:27][C@H:28]1[CH2:33][CH2:32][C@H:31]([NH:34][C:11]([C:3]2[N:2]=[CH:1][C:10]3[C:5]([CH:4]=2)=[CH:6][CH:7]=[CH:8][CH:9]=3)=[O:13])[CH2:30][CH2:29]1. The catalyst class is: 42. (3) Reactant: [Cl:1][C:2]1[C:9]([Cl:10])=[CH:8][CH:7]=[CH:6][C:3]=1[CH:4]=[O:5].[N+:11]([O-])([OH:13])=[O:12]. Product: [Cl:1][C:2]1[C:9]([Cl:10])=[CH:8][CH:7]=[C:6]([N+:11]([O-:13])=[O:12])[C:3]=1[CH:4]=[O:5]. The catalyst class is: 65. (4) Reactant: [S:1]1[CH:5]=[CH:4][CH:3]=[C:2]1[O:6][CH2:7][C:8]([O:10]CC)=[O:9].[Cl:13]N1C(=O)CCC1=O. Product: [Cl:13][C:5]1[S:1][C:2]([O:6][CH2:7][C:8]([OH:10])=[O:9])=[CH:3][CH:4]=1. The catalyst class is: 15. (5) Reactant: [CH:1]1([NH:4][CH2:5][C:6]2([OH:19])[CH2:11][CH2:10][N:9]([C:12]([O:14][C:15]([CH3:18])([CH3:17])[CH3:16])=[O:13])[CH2:8][CH2:7]2)[CH2:3][CH2:2]1.C(=O)([O-])O.[Na+].[Cl:25][CH2:26][C:27](Cl)=[O:28]. Product: [Cl:25][CH2:26][C:27]([N:4]([CH2:5][C:6]1([OH:19])[CH2:11][CH2:10][N:9]([C:12]([O:14][C:15]([CH3:16])([CH3:18])[CH3:17])=[O:13])[CH2:8][CH2:7]1)[CH:1]1[CH2:3][CH2:2]1)=[O:28]. The catalyst class is: 7. (6) Reactant: [Br:1][C:2]1[CH:3]=[C:4]2[C:9](=[CH:10][CH:11]=1)[O:8][C:7]([CH2:12][N:13]1[CH2:18][CH2:17][O:16][CH2:15][CH2:14]1)=[C:6]([C:19]1[CH:24]=[CH:23][C:22]([F:25])=[CH:21][CH:20]=1)[C:5]2=[O:26].[ClH:27]. Product: [ClH:27].[Br:1][C:2]1[CH:3]=[C:4]2[C:9](=[CH:10][CH:11]=1)[O:8][C:7]([CH2:12][N:13]1[CH2:14][CH2:15][O:16][CH2:17][CH2:18]1)=[C:6]([C:19]1[CH:24]=[CH:23][C:22]([F:25])=[CH:21][CH:20]=1)[C:5]2=[O:26]. The catalyst class is: 165. (7) Reactant: [CH3:1][O:2][C:3](=[O:22])[C@@H:4]([NH:13][C:14]([O:16][CH:17]1[CH2:21][CH2:20][CH2:19][CH2:18]1)=[O:15])[CH2:5][CH2:6][CH2:7][CH2:8][CH2:9][CH2:10][CH2:11][NH2:12].[C:23]([O:27][C:28]([NH:30][CH:31]([CH2:37][CH:38]1[CH2:41][CH2:40][CH2:39]1)[CH:32]([OH:36])[C:33](O)=[O:34])=[O:29])([CH3:26])([CH3:25])[CH3:24].ON1C2N=CC=CC=2N=N1.Cl.CN(C)CCCN=C=NCC.C(N(CC)CC)C. Product: [CH3:1][O:2][C:3](=[O:22])[C@@H:4]([NH:13][C:14]([O:16][CH:17]1[CH2:21][CH2:20][CH2:19][CH2:18]1)=[O:15])[CH2:5][CH2:6][CH2:7][CH2:8][CH2:9][CH2:10][CH2:11][NH:12][C:33](=[O:34])[CH:32]([OH:36])[CH:31]([NH:30][C:28]([O:27][C:23]([CH3:24])([CH3:25])[CH3:26])=[O:29])[CH2:37][CH:38]1[CH2:41][CH2:40][CH2:39]1. The catalyst class is: 2.